This data is from Full USPTO retrosynthesis dataset with 1.9M reactions from patents (1976-2016). The task is: Predict the reactants needed to synthesize the given product. (1) Given the product [CH2:25]([N:26]([CH2:6][C:5]1[CH:9]=[CH:10][C:11]([O:12][CH2:13][CH2:14][N:15]2[CH2:20][CH2:19][CH2:18][CH2:17][CH2:16]2)=[C:3]([F:2])[CH:4]=1)[C:27]1[CH:32]=[C:31]([O:33][CH3:34])[CH:30]=[CH:29][C:28]=1[C:35]1[CH:44]=[CH:43][C:42]2[C:37](=[CH:38][CH:39]=[CH:40][CH:41]=2)[CH:36]=1)[CH3:24], predict the reactants needed to synthesize it. The reactants are: Cl.[F:2][C:3]1[CH:4]=[C:5]([CH:9]=[CH:10][C:11]=1[O:12][CH2:13][CH2:14][N:15]1[CH2:20][CH2:19][CH2:18][CH2:17][CH2:16]1)[C:6](O)=O.FC1C=[C:24](C=CC=1OCCN1CCCCC1)[CH2:25][NH:26][C:27]1[CH:32]=[C:31]([O:33][CH3:34])[CH:30]=[CH:29][C:28]=1[C:35]1[CH:44]=[CH:43][C:42]2[C:37](=[CH:38][CH:39]=[CH:40][CH:41]=2)[CH:36]=1. (2) Given the product [O:13]([C:12]1[C:7]([C:5]2[N:4]=[CH:3][NH:2][N:34]=2)=[CH:8][N:9]([C:21]2[CH:22]=[CH:23][CH:24]=[CH:25][CH:26]=2)[C:10](=[O:20])[CH:11]=1)[C:14]1[CH:19]=[CH:18][CH:17]=[CH:16][CH:15]=1, predict the reactants needed to synthesize it. The reactants are: C[N:2](C)[CH:3]=[N:4][C:5]([C:7]1[C:12]([O:13][C:14]2[CH:19]=[CH:18][CH:17]=[CH:16][CH:15]=2)=[CH:11][C:10](=[O:20])[N:9]([C:21]2[CH:26]=[CH:25][CH:24]=[CH:23][CH:22]=2)[CH:8]=1)=O.O=C1[N:34](C2C=CC=CC=2)C=C(C(N)=O)C(OC2C=CC=CC=2)=C1.COC(OC)N(C)C. (3) Given the product [OH:27][C:28]1([C:35]2[CH:36]=[CH:37][CH:38]=[CH:39][CH:40]=2)[CH2:29][CH2:30][CH:31]([N:7]2[CH2:8][C@H:9]([NH:10][C:11](=[O:26])[CH2:12][NH:13][C:14](=[O:25])[C:15]3[CH:20]=[CH:19][CH:18]=[C:17]([C:21]([F:23])([F:24])[F:22])[CH:16]=3)[C:5]3([O:1][CH2:2][CH2:3][CH2:4]3)[CH2:6]2)[CH2:32][CH2:33]1, predict the reactants needed to synthesize it. The reactants are: [O:1]1[C:5]2([C@@H:9]([NH:10][C:11](=[O:26])[CH2:12][NH:13][C:14](=[O:25])[C:15]3[CH:20]=[CH:19][CH:18]=[C:17]([C:21]([F:24])([F:23])[F:22])[CH:16]=3)[CH2:8][NH:7][CH2:6]2)[CH2:4][CH2:3][CH2:2]1.[OH:27][C:28]1([C:35]2[CH:40]=[CH:39][CH:38]=[CH:37][CH:36]=2)[CH2:33][CH2:32][C:31](=O)[CH2:30][CH2:29]1.C(O[BH-](OC(=O)C)OC(=O)C)(=O)C.[Na+].CCN(CC)CC. (4) Given the product [CH2:8]([C:7]1[C:2]([NH:24][CH:21]([CH2:22][CH3:23])[CH2:19][CH3:20])=[N:3][C:4]([CH2:10][CH3:11])=[CH:5][N:6]=1)[CH3:9], predict the reactants needed to synthesize it. The reactants are: Cl[C:2]1[C:7]([CH2:8][CH3:9])=[N:6][CH:5]=[C:4]([CH2:10][CH3:11])[N:3]=1.C1(C)C=CC=CC=1.[CH2:19]([CH:21]([NH2:24])[CH2:22][CH3:23])[CH3:20].CC(C)([O-])C.[Na+]. (5) Given the product [N:4]1[CH:5]=[CH:6][CH:7]=[C:2]([NH:1][C:33]([C:26]2[N:25]=[C:24]([CH2:23][CH2:22][N:16]3[CH2:17][CH2:18][O:19][CH2:20][CH2:21]3)[N:28]3[CH:29]=[CH:30][CH:31]=[CH:32][C:27]=23)=[O:34])[CH:3]=1, predict the reactants needed to synthesize it. The reactants are: [NH2:1][C:2]1[CH:3]=[N:4][CH:5]=[CH:6][CH:7]=1.C(N(CC)CC)C.Cl.[N:16]1([CH2:22][CH2:23][C:24]2[N:28]3[CH:29]=[CH:30][CH:31]=[CH:32][C:27]3=[C:26]([C:33](Cl)=[O:34])[N:25]=2)[CH2:21][CH2:20][O:19][CH2:18][CH2:17]1. (6) Given the product [Br:1][C:2]1[CH:3]=[C:4]([N:9]2[C:13](=[O:14])[O:12][N:11]=[C:10]2[C:15]2[C:16]([NH:20][CH3:21])=[N:17][O:18][N:19]=2)[CH:5]=[CH:6][C:7]=1[F:8], predict the reactants needed to synthesize it. The reactants are: [Br:1][C:2]1[CH:3]=[C:4]([N:9]2[C:13](=[O:14])[O:12][N:11]=[C:10]2[C:15]2[C:16]([NH:20][C:21](=O)C(F)(F)F)=[N:17][O:18][N:19]=2)[CH:5]=[CH:6][C:7]=1[F:8].C(=O)([O-])[O-].[K+].[K+].CI.